Dataset: Full USPTO retrosynthesis dataset with 1.9M reactions from patents (1976-2016). Task: Predict the reactants needed to synthesize the given product. (1) Given the product [F:30][C:5]1[CH:4]=[C:3]([C:7]2[CH:8]=[CH:9][C:10]3[N:11]([C:13]([CH:16]=[O:17])=[CH:14][N:15]=3)[CH:12]=2)[CH:2]=[N:1][CH:6]=1, predict the reactants needed to synthesize it. The reactants are: [N:1]1[CH:6]=[CH:5][CH:4]=[C:3]([C:7]2[CH:8]=[CH:9][C:10]3[N:11]([C:13]([CH:16]=[O:17])=[CH:14][N:15]=3)[CH:12]=2)[CH:2]=1.BrC1C=CC2N(C(C=O)=CN=2)C=1.[F:30]C1C=C(B(O)O)C=NC=1. (2) Given the product [C:44]([O:43][C:41](=[O:42])[N:3]([C@@H:4]1[CH2:6][C@H:5]1[C:7]1[C:16]2[C:11](=[CH:12][CH:13]=[CH:14][CH:15]=2)[CH:10]=[C:9]([C:17](=[O:18])[NH:19][C:20]2[S:21][C:22]([CH3:25])=[N:23][N:24]=2)[CH:8]=1)[CH2:37][CH:34]1[CH2:33][CH2:32][O:31][CH2:36][CH2:35]1)([CH3:47])([CH3:46])[CH3:45], predict the reactants needed to synthesize it. The reactants are: Cl.Cl.[NH2:3][C@@H:4]1[CH2:6][C@H:5]1[C:7]1[C:16]2[C:11](=[CH:12][CH:13]=[CH:14][CH:15]=2)[CH:10]=[C:9]([C:17]([NH:19][C:20]2[S:21][C:22]([CH3:25])=[N:23][N:24]=2)=[O:18])[CH:8]=1.C(=O)([O-])O.[Na+].[O:31]1[CH2:36][CH2:35][CH:34]([CH:37]=O)[CH2:33][CH2:32]1.[BH4-].[Na+].[C:41](O[C:41]([O:43][C:44]([CH3:47])([CH3:46])[CH3:45])=[O:42])([O:43][C:44]([CH3:47])([CH3:46])[CH3:45])=[O:42]. (3) Given the product [OH:1][C:2]1[CH:10]=[CH:9][CH:8]=[C:7]2[C:3]=1[C:4](=[O:24])[N:5]([CH2:12][CH:13]([C:18](=[O:19])[CH3:23])[C:14]([O:16][CH3:17])=[O:15])[C:6]2=[O:11], predict the reactants needed to synthesize it. The reactants are: [OH:1][C:2]1[CH:10]=[CH:9][CH:8]=[C:7]2[C:3]=1[C:4](=[O:24])[N:5]([CH2:12][CH:13]([C:18]1([CH3:23])OCC[O:19]1)[C:14]([O:16][CH3:17])=[O:15])[C:6]2=[O:11].O.C1(C)C=CC(S(O)(=O)=O)=CC=1. (4) Given the product [F:3][C:4]1[CH:28]=[CH:27][CH:26]=[C:25]([F:29])[C:5]=1[CH2:6][O:7][C:8]1[C:9]2[N:10]([C:16]([C:20]([OH:22])=[O:21])=[C:17]([CH3:19])[N:18]=2)[CH:11]=[C:12]([O:14][CH3:15])[CH:13]=1, predict the reactants needed to synthesize it. The reactants are: [OH-].[Li+].[F:3][C:4]1[CH:28]=[CH:27][CH:26]=[C:25]([F:29])[C:5]=1[CH2:6][O:7][C:8]1[C:9]2[N:10]([C:16]([C:20]([O:22]CC)=[O:21])=[C:17]([CH3:19])[N:18]=2)[CH:11]=[C:12]([O:14][CH3:15])[CH:13]=1.Cl. (5) Given the product [N:42]1[C:51]2[C:46](=[CH:47][CH:48]=[CH:49][CH:50]=2)[CH:45]=[C:44]([NH:52][C:15]([C:11]2[CH:10]=[C:9]3[C:14](=[CH:13][CH:12]=2)[N:6]([CH2:1][CH2:2][CH2:3][CH2:4][CH3:5])[CH:7]=[CH:8]3)=[O:17])[CH:43]=1, predict the reactants needed to synthesize it. The reactants are: [CH2:1]([N:6]1[C:14]2[C:9](=[CH:10][C:11]([C:15]([OH:17])=O)=[CH:12][CH:13]=2)[CH:8]=[CH:7]1)[CH2:2][CH2:3][CH2:4][CH3:5].F[P-](F)(F)(F)(F)F.N1(OC(N(C)C)=[N+](C)C)C2C=CC=CC=2N=N1.[N:42]1[C:51]2[C:46](=[CH:47][CH:48]=[CH:49][CH:50]=2)[CH:45]=[C:44]([NH2:52])[CH:43]=1.